From a dataset of Drug-induced liver injury (DILI) classification data. Regression/Classification. Given a drug SMILES string, predict its toxicity properties. Task type varies by dataset: regression for continuous values (e.g., LD50, hERG inhibition percentage) or binary classification for toxic/non-toxic outcomes (e.g., AMES mutagenicity, cardiotoxicity, hepatotoxicity). Dataset: dili. The molecule is CCC1OC(=O)C(C)C(OC2CC(C)(OC)C(O)C(C)O2)C(C)C(OC2OC(C)CC(N(C)C)C2O)C(C)(O)CC(C)C(=O)C(C)C(O)C1(C)O. The result is 1 (causes liver injury).